This data is from Peptide-MHC class II binding affinity with 134,281 pairs from IEDB. The task is: Regression. Given a peptide amino acid sequence and an MHC pseudo amino acid sequence, predict their binding affinity value. This is MHC class II binding data. The peptide sequence is WVEFASFKVAFSKHY. The MHC is DRB1_0101 with pseudo-sequence DRB1_0101. The binding affinity (normalized) is 0.611.